This data is from Full USPTO retrosynthesis dataset with 1.9M reactions from patents (1976-2016). The task is: Predict the reactants needed to synthesize the given product. Given the product [Cl:17][C:14]1[CH:15]=[CH:16][C:9]([O:8][CH2:1][C:2]2[CH:3]=[CH:4][CH:5]=[CH:6][CH:7]=2)=[C:10]([C:11](=[O:12])[CH2:19][CH2:18][C:20](=[O:21])[CH3:22])[CH:13]=1, predict the reactants needed to synthesize it. The reactants are: [CH2:1]([O:8][C:9]1[CH:16]=[CH:15][C:14]([Cl:17])=[CH:13][C:10]=1[CH:11]=[O:12])[C:2]1[CH:7]=[CH:6][CH:5]=[CH:4][CH:3]=1.[CH:18]([C:20]([CH3:22])=[O:21])=[CH2:19].C(N(CC)CC)C.